This data is from Experimentally validated miRNA-target interactions with 360,000+ pairs, plus equal number of negative samples. The task is: Binary Classification. Given a miRNA mature sequence and a target amino acid sequence, predict their likelihood of interaction. (1) The miRNA is hsa-miR-4703-5p with sequence UAGCAAUACAGUACAAAUAUAGU. The protein sequence of the target gene is MTRKRTYWVPNSSGGLVNRGIDIGDDMVSGLIYKTYTLQDGPWSQQERNPEAPGRAAVPPWGKYDAALRTMIPFRPKPRFPAPQPLDNAGLFSYLTVSWLTPLMIQSLRSRLDENTIPPLSVHDASDKNVQRLHRLWEEEVSRRGIEKASVLLVMLRFQRTRLIFDALLGICFCIASVLGPILIIPKILEYSEEQLGNVVHGVGLCFALFLSECVKSLSFSSSWIINQRTAIRFRAAVSSFAFEKLIQFKSVIHITSGEAISFFTGDVNYLFEGVCYGPLVLITCASLVICSISSYFIIG.... Result: 0 (no interaction). (2) Result: 0 (no interaction). The protein sequence of the target gene is MAAAAAAPGGGGGEPRGTAGVVPVVPGEVEVVKGQPFDVGPRYTQLQYIGEGAYGMVSSAYDHVRKTRVAIKKISPFEHQTYCQRTLREIQILLRFRHENVIGIRDILRAPTLEAMRDVYIVQDLMETDLYKLLKSQQLSNDHICYFLYQILRGLKYIHSANVLHRDLKPSNLLINTTCDLKICDFGLARIADPEHDHTGFLTEYVATRWYRAPEIMLNSKGYTKSIDIWSVGCILAEMLSNRPIFPGKHYLDQLNHILGILGSPSQEDLNCIINMKARNYLQSLPSKTKVAWAKLFPKS.... The miRNA is mmu-miR-452-5p with sequence UGUUUGCAGAGGAAACUGAGAC. (3) The miRNA is hsa-miR-6514-3p with sequence CUGCCUGUUCUUCCACUCCAG. The protein sequence of the target gene is MTLDMDAVLSDFVRSTGAEPGLARDLLEGKNWDVNAALSDFEQLRQVHAGNLPPSFSEGSGGSRTPEKGFSDREPTRPPRPILQRQDDIVQEKRLSRGISHASSSIVSLARSHVSSNGGGGGSNEHPLEMPICAFQLPDLTVYNEDFRSFIERDLIEQSMLVALEQAGRLNWWVSVDPTSQRLLPLATTGDGNCLLHAASLGMWGFHDRDLMLRKALYALMEKGVEKEALKRRWRWQQTQQNKESGLVYTEDEWQKEWNELIKLASSEPRMHLGTNGANCGGVESSEEPVYESLEEFHVF.... Result: 1 (interaction). (4) The miRNA is cel-miR-245-3p with sequence AUUGGUCCCCUCCAAGUAGCUC. The protein sequence of the target gene is MSDVAETVVAQEPEVVEPVEEKPTETGSDDVVVIDEKTSEQNGEKTEETQAEATEEKNETEAEEADKDKAVENGEAKDTNGNDRKRVSSAHEEAPVADAEEDAPLTKKSKVEDEVDVAASGDAPAVAAE. Result: 1 (interaction).